Dataset: Reaction yield outcomes from USPTO patents with 853,638 reactions. Task: Predict the reaction yield, written as a fraction of the theoretical maximum amount of product (1.0 means a 100% yield; for example, 0.34 means a 34% yield). The reactants are [Br:1][C:2]1[N:7]=[C:6](C(O)=O)[CH:5]=[CH:4][C:3]=1[F:11].C([N:14]([CH2:17]C)CC)C.C1C=CC(P(N=[N+]=[N-])(C2C=CC=CC=2)=[O:26])=CC=1.[C:36]([OH:40])([CH3:39])([CH3:38])[CH3:37]. No catalyst specified. The product is [C:36]([O:40][C:17](=[O:26])[NH:14][C:6]1[CH:5]=[CH:4][C:3]([F:11])=[C:2]([Br:1])[N:7]=1)([CH3:39])([CH3:38])[CH3:37]. The yield is 0.590.